From a dataset of Catalyst prediction with 721,799 reactions and 888 catalyst types from USPTO. Predict which catalyst facilitates the given reaction. (1) Reactant: CCN(CCN[C:9]([C:11]1[C:12]([CH3:29])=[C:13](/[CH:17]=[C:18]2/[C:19]3[CH:20]=[C:21]([F:28])[CH:22]=[CH:23][C:24]=3[NH:25][C:26]/2=[O:27])[NH:14][C:15]=1[CH3:16])=[O:10])CC.CCN(C(C)C)C(C)C.CN(C([O:46][N:47]1[N:55]=[N:54][C:49]2[CH:50]=[CH:51][CH:52]=[N:53][C:48]1=2)=[N+](C)C)C.F[P-](F)(F)(F)(F)F. Product: [F:28][C:21]1[CH:20]=[C:19]2[C:24](=[CH:23][CH:22]=1)[NH:25][C:26](=[O:27])/[C:18]/2=[CH:17]\[C:13]1[NH:14][C:15]([CH3:16])=[C:11]([C:9]([O:46][N:47]2[C:48]3=[N:53][CH:52]=[CH:51][CH:50]=[C:49]3[N:54]=[N:55]2)=[O:10])[C:12]=1[CH3:29]. The catalyst class is: 3. (2) Reactant: [CH2:1]([O:8][C:9]1[CH:14]=[N:13][NH:12][C:11](=[O:15])[CH:10]=1)[C:2]1[CH:7]=[CH:6][CH:5]=[CH:4][CH:3]=1.C(=O)([O-])[O-].[Cs+].[Cs+].[C:22]([O:26][C:27]([N:29]1[CH2:38][CH2:37][C:36]2[C:31](=[CH:32][C:33]([CH2:39][CH2:40]I)=[CH:34][CH:35]=2)[CH2:30]1)=[O:28])([CH3:25])([CH3:24])[CH3:23]. Product: [C:22]([O:26][C:27]([N:29]1[CH2:38][CH2:37][C:36]2[C:31](=[CH:32][C:33]([CH2:39][CH2:40][N:12]3[C:11](=[O:15])[CH:10]=[C:9]([O:8][CH2:1][C:2]4[CH:7]=[CH:6][CH:5]=[CH:4][CH:3]=4)[CH:14]=[N:13]3)=[CH:34][CH:35]=2)[CH2:30]1)=[O:28])([CH3:25])([CH3:24])[CH3:23]. The catalyst class is: 3. (3) Reactant: Br[C:2]1[CH:3]=[N:4][CH:5]=[C:6]2[C:11]=1[N:10]=[C:9]([C:12]([NH2:14])=[O:13])[CH:8]=[CH:7]2.[CH3:15][S:16]([C:19]1[CH:20]=[C:21](B(O)O)[CH:22]=[CH:23][CH:24]=1)(=[O:18])=[O:17].C(=O)([O-])[O-].[Cs+].[Cs+]. Product: [CH3:15][S:16]([C:19]1[CH:24]=[C:23]([C:2]2[CH:3]=[N:4][CH:5]=[C:6]3[C:11]=2[N:10]=[C:9]([C:12]([NH2:14])=[O:13])[CH:8]=[CH:7]3)[CH:22]=[CH:21][CH:20]=1)(=[O:18])=[O:17]. The catalyst class is: 688. (4) Reactant: C(S([C:8]1[N:13]=[C:12]([N:14]2[C:22]3[C:17](=[CH:18][CH:19]=[CH:20][CH:21]=3)[C:16]([C:23]([NH2:25])=[O:24])=[CH:15]2)[CH:11]=[CH:10][N:9]=1)(=O)=O)CCC.[CH2:26]([O:28][C:29]([CH:31]1[CH2:36][CH2:35][CH:34]([NH2:37])[CH2:33][CH2:32]1)=[O:30])[CH3:27]. Product: [CH2:26]([O:28][C:29]([CH:31]1[CH2:36][CH2:35][CH:34]([NH:37][C:8]2[N:13]=[C:12]([N:14]3[C:22]4[C:17](=[CH:18][CH:19]=[CH:20][CH:21]=4)[C:16]([C:23](=[O:24])[NH2:25])=[CH:15]3)[CH:11]=[CH:10][N:9]=2)[CH2:33][CH2:32]1)=[O:30])[CH3:27]. The catalyst class is: 12. (5) Reactant: [H-].[Al+3].[Li+].[H-].[H-].[H-].[C:7]([C@H:11]1[C:16](=O)[NH:15][CH2:14][C:13](=O)[NH:12]1)([CH3:10])([CH3:9])[CH3:8]. Product: [C:7]([C@H:11]1[CH2:16][NH:15][CH2:14][CH2:13][NH:12]1)([CH3:10])([CH3:9])[CH3:8]. The catalyst class is: 1.